From a dataset of Forward reaction prediction with 1.9M reactions from USPTO patents (1976-2016). Predict the product of the given reaction. (1) Given the reactants [NH2:1][C:2]1[C:10]([Cl:11])=[CH:9][CH:8]=[CH:7][C:3]=1[C:4]([OH:6])=O.[CH3:12][NH2:13].[CH:14]1([N:18]2[CH2:23][CH2:22][CH:21]([O:24][C:25]3[CH:32]=[CH:31][C:28]([CH:29]=O)=[CH:27][CH:26]=3)[CH2:20][CH2:19]2)[CH2:17][CH2:16][CH2:15]1, predict the reaction product. The product is: [Cl:11][C:10]1[CH:9]=[CH:8][CH:7]=[C:3]2[C:2]=1[N:1]=[C:29]([C:28]1[CH:31]=[CH:32][C:25]([O:24][CH:21]3[CH2:22][CH2:23][N:18]([CH:14]4[CH2:17][CH2:16][CH2:15]4)[CH2:19][CH2:20]3)=[CH:26][CH:27]=1)[N:13]([CH3:12])[C:4]2=[O:6]. (2) Given the reactants C(O)C.O.O1CCOCC1.[C:11]([N:15]1[C:19]([C:20]([F:23])([F:22])[F:21])=[C:18]([C:24]([O:26]CC)=[O:25])[CH:17]=[N:16]1)([CH3:14])([CH3:13])[CH3:12].O.[OH-].[Li+], predict the reaction product. The product is: [C:11]([N:15]1[C:19]([C:20]([F:22])([F:23])[F:21])=[C:18]([C:24]([OH:26])=[O:25])[CH:17]=[N:16]1)([CH3:14])([CH3:12])[CH3:13].